This data is from Catalyst prediction with 721,799 reactions and 888 catalyst types from USPTO. The task is: Predict which catalyst facilitates the given reaction. Reactant: [F:1][C:2]1[CH:7]=[CH:6][C:5]([S:8]([C:10]2[N:11]=[C:12]([NH:20][C:21]3[CH:25]=[C:24]([CH3:26])[N:23]([C:27]([O:29][C:30]([CH3:33])([CH3:32])[CH3:31])=[O:28])[N:22]=3)[C:13]3[C:18]([CH:19]=2)=[CH:17][CH:16]=[CH:15][CH:14]=3)=[O:9])=[CH:4][CH:3]=1.C1C=C(Cl)C=C(C(OO)=[O:42])C=1. Product: [F:1][C:2]1[CH:7]=[CH:6][C:5]([S:8]([C:10]2[N:11]=[C:12]([NH:20][C:21]3[CH:25]=[C:24]([CH3:26])[N:23]([C:27]([O:29][C:30]([CH3:33])([CH3:32])[CH3:31])=[O:28])[N:22]=3)[C:13]3[C:18]([CH:19]=2)=[CH:17][CH:16]=[CH:15][CH:14]=3)(=[O:42])=[O:9])=[CH:4][CH:3]=1. The catalyst class is: 2.